This data is from Catalyst prediction with 721,799 reactions and 888 catalyst types from USPTO. The task is: Predict which catalyst facilitates the given reaction. (1) Reactant: [NH2:1][C:2]1[N:10]=[CH:9][CH:8]=[CH:7][C:3]=1[C:4]([NH2:6])=[O:5].OO.[OH-].[Na+].[ClH:15]. Product: [NH2:1][C:2]1[N:10]=[CH:9][C:8]([Cl:15])=[CH:7][C:3]=1[C:4]([NH2:6])=[O:5]. The catalyst class is: 6. (2) Reactant: [NH2:1][CH2:2][C:3]1[C:8]([CH2:9][CH3:10])=[N:7][C:6]2[N:11]([CH2:14][CH3:15])[N:12]=[CH:13][C:5]=2[C:4]=1[NH:16][CH:17]1[CH2:22][CH2:21][O:20][CH2:19][CH2:18]1.[C:23](Cl)(=[O:30])[C:24]1[CH:29]=[CH:28][CH:27]=[CH:26][CH:25]=1.CCN(C(C)C)C(C)C. Product: [CH2:14]([N:11]1[C:6]2=[N:7][C:8]([CH2:9][CH3:10])=[C:3]([CH2:2][NH:1][C:23](=[O:30])[C:24]3[CH:29]=[CH:28][CH:27]=[CH:26][CH:25]=3)[C:4]([NH:16][CH:17]3[CH2:18][CH2:19][O:20][CH2:21][CH2:22]3)=[C:5]2[CH:13]=[N:12]1)[CH3:15]. The catalyst class is: 10. (3) Reactant: C(Cl)(=O)C(Cl)=O.CS(C)=O.[Cl:11][C:12]1[CH:17]=[CH:16][CH:15]=[CH:14][C:13]=1[S:18]([N:21]1[CH2:42][CH2:41][C:24]2([C:28](=[O:29])[N:27]([C:30]3[CH:35]=[CH:34][C:33]([O:36][C:37]([F:40])([F:39])[F:38])=[CH:32][CH:31]=3)[CH2:26][CH2:25]2)[CH:23]([OH:43])[CH2:22]1)(=[O:20])=[O:19].C(N(CC)CC)C. Product: [Cl:11][C:12]1[CH:17]=[CH:16][CH:15]=[CH:14][C:13]=1[S:18]([N:21]1[CH2:42][CH2:41][C:24]2([C:28](=[O:29])[N:27]([C:30]3[CH:31]=[CH:32][C:33]([O:36][C:37]([F:39])([F:40])[F:38])=[CH:34][CH:35]=3)[CH2:26][CH2:25]2)[C:23](=[O:43])[CH2:22]1)(=[O:19])=[O:20]. The catalyst class is: 2. (4) Reactant: [C:1]([N:8]([CH2:10][C:11]([OH:13])=O)[CH3:9])([O:3][C:4]([CH3:7])([CH3:6])[CH3:5])=[O:2].[NH2:14][CH2:15][CH2:16][O:17][CH2:18][CH2:19][OH:20]. Product: [C:4]([O:3][C:1](=[O:2])[N:8]([CH2:10][C:11](=[O:13])[NH:14][CH2:15][CH2:16][O:17][CH2:18][CH2:19][OH:20])[CH3:9])([CH3:5])([CH3:6])[CH3:7]. The catalyst class is: 8. (5) The catalyst class is: 6. Reactant: [CH3:1][C:2]1[C:10]([O:11][C@@H:12]2[CH2:17][CH2:16][CH2:15][C@H:14]([NH:18][CH2:19][C:20](OCC)=[O:21])[CH2:13]2)=[CH:9][CH:8]=[C:7]2[C:3]=1[CH:4]=[N:5][NH:6]2.O1CCCC1.[H-].[Al+3].[Li+].[H-].[H-].[H-].[OH-].[Na+]. Product: [CH3:1][C:2]1[C:10]([O:11][C@@H:12]2[CH2:17][CH2:16][CH2:15][C@H:14]([NH:18][CH2:19][CH2:20][OH:21])[CH2:13]2)=[CH:9][CH:8]=[C:7]2[C:3]=1[CH:4]=[N:5][NH:6]2. (6) Reactant: [OH:1][C@H:2]([C@H:6]1[O:11][CH2:10][CH2:9][N:8]([C:12]2[CH:16]=[CH:15][N:14]([CH2:17][O:18][C:19](=[O:24])[C:20]([CH3:23])([CH3:22])[CH3:21])[N:13]=2)[C:7]1=[O:25])[C:3](O)=[O:4].[NH2:26][C:27]1[CH:35]=[CH:34][C:33]([I:36])=[CH:32][C:28]=1[C:29]([NH2:31])=[O:30].CN(C(ON1N=NC2C=CC=NC1=2)=[N+](C)C)C.F[P-](F)(F)(F)(F)F.ON1C2N=CC=CC=2N=N1.CCN(C(C)C)C(C)C. Product: [C:19]([O:18][CH2:17][N:14]1[CH:15]=[CH:16][C:12]([N:8]2[CH2:9][CH2:10][O:11][C@H:6]([C@@H:2]([OH:1])[C:3]([NH:26][C:27]3[CH:35]=[CH:34][C:33]([I:36])=[CH:32][C:28]=3[C:29](=[O:30])[NH2:31])=[O:4])[C:7]2=[O:25])=[N:13]1)(=[O:24])[C:20]([CH3:21])([CH3:22])[CH3:23]. The catalyst class is: 3. (7) Reactant: [Cl:1][C:2]1[CH:7]=[CH:6][C:5]([S:8]([NH:11][CH2:12][C:13]2[CH:18]=[CH:17][CH:16]=[CH:15][N:14]=2)(=[O:10])=[O:9])=[CH:4][CH:3]=1.Br[CH2:20][C:21]1[CH:28]=[CH:27][C:24]([C:25]#[N:26])=[C:23]([F:29])[CH:22]=1.C(=O)([O-])[O-].[Cs+].[Cs+]. Product: [Cl:1][C:2]1[CH:3]=[CH:4][C:5]([S:8]([N:11]([CH2:20][C:21]2[CH:28]=[CH:27][C:24]([C:25]#[N:26])=[C:23]([F:29])[CH:22]=2)[CH2:12][C:13]2[CH:18]=[CH:17][CH:16]=[CH:15][N:14]=2)(=[O:10])=[O:9])=[CH:6][CH:7]=1. The catalyst class is: 1. (8) Reactant: [NH2:1][CH2:2][CH2:3][C@H:4]([OH:17])[CH2:5][N:6]1[C:14](=[O:15])[C:13]2[C:8](=[CH:9][CH:10]=[CH:11][CH:12]=2)[C:7]1=[O:16].[Cl:18][C:19]1[CH:24]=[C:23]([F:25])[CH:22]=[CH:21][C:20]=1[S:26](Cl)(=[O:28])=[O:27].CCN(CC)CC. Product: [Cl:18][C:19]1[CH:24]=[C:23]([F:25])[CH:22]=[CH:21][C:20]=1[S:26]([NH:1][CH2:2][CH2:3][C@H:4]([OH:17])[CH2:5][N:6]1[C:14](=[O:15])[C:13]2[C:8](=[CH:9][CH:10]=[CH:11][CH:12]=2)[C:7]1=[O:16])(=[O:28])=[O:27]. The catalyst class is: 2.